Predict the reactants needed to synthesize the given product. From a dataset of Full USPTO retrosynthesis dataset with 1.9M reactions from patents (1976-2016). (1) Given the product [Br:1][C:2]1[CH:3]=[CH:4][C:5]([CH3:9])=[C:6]([O:8][CH2:11][CH2:12][CH2:13][O:14][CH3:15])[CH:7]=1, predict the reactants needed to synthesize it. The reactants are: [Br:1][C:2]1[CH:3]=[CH:4][C:5]([CH3:9])=[C:6]([OH:8])[CH:7]=1.Br[CH2:11][CH2:12][CH2:13][O:14][CH3:15].C([O-])([O-])=O.[K+].[K+]. (2) Given the product [CH:27]([C:30]1[CH:35]=[CH:34][C:33]([CH3:36])=[CH:32][C:31]=1[NH:37][C:38]([NH:24][CH2:23][CH2:22][CH2:21][C:18]1[CH:19]=[CH:20][C:15]([C:12]2[N:13]=[CH:14][N:10]([C:7]3[CH:6]=[CH:5][C:4]([O:3][C:2]([F:1])([F:25])[F:26])=[CH:9][CH:8]=3)[N:11]=2)=[CH:16][CH:17]=1)=[S:39])([CH3:29])[CH3:28], predict the reactants needed to synthesize it. The reactants are: [F:1][C:2]([F:26])([F:25])[O:3][C:4]1[CH:9]=[CH:8][C:7]([N:10]2[CH:14]=[N:13][C:12]([C:15]3[CH:20]=[CH:19][C:18]([CH2:21][CH2:22][CH2:23][NH2:24])=[CH:17][CH:16]=3)=[N:11]2)=[CH:6][CH:5]=1.[CH:27]([C:30]1[CH:35]=[CH:34][C:33]([CH3:36])=[CH:32][C:31]=1[N:37]=[C:38]=[S:39])([CH3:29])[CH3:28].C(N(CC)CC)C. (3) Given the product [CH3:21][O:22][C:2]1[C:3]2[CH2:19][CH2:18][C:17](=[O:20])[NH:16][C:4]=2[N:5]=[C:6](/[CH:8]=[CH:9]/[C:10]2[CH:15]=[CH:14][CH:13]=[CH:12][CH:11]=2)[N:7]=1, predict the reactants needed to synthesize it. The reactants are: Cl[C:2]1[C:3]2[CH2:19][CH2:18][C:17](=[O:20])[NH:16][C:4]=2[N:5]=[C:6](/[CH:8]=[CH:9]/[C:10]2[CH:15]=[CH:14][CH:13]=[CH:12][CH:11]=2)[N:7]=1.[CH3:21][O-:22].[Na+]. (4) The reactants are: Br[C:2]1[CH:3]=[C:4]([CH3:10])[C:5](=[O:9])[N:6]([CH3:8])[CH:7]=1.[CH3:11][S:12]([NH:15][C:16]1[CH:17]=[C:18](B(O)O)[CH:19]=[CH:20][CH:21]=1)(=[O:14])=[O:13]. Given the product [CH3:8][N:6]1[C:5](=[O:9])[C:4]([CH3:10])=[CH:3][C:2]([C:20]2[CH:21]=[C:16]([NH:15][S:12]([CH3:11])(=[O:13])=[O:14])[CH:17]=[CH:18][CH:19]=2)=[CH:7]1, predict the reactants needed to synthesize it.